Dataset: Forward reaction prediction with 1.9M reactions from USPTO patents (1976-2016). Task: Predict the product of the given reaction. (1) Given the reactants [CH:1](NC(C)C)([CH3:3])[CH3:2].I[C:9]1[C:14]2[CH:15]=[CH:16][O:17][C:13]=2[C:12]([NH2:18])=[CH:11][CH:10]=1.[C:19](OCC)(=[O:21])C, predict the reaction product. The product is: [CH3:19][O:21][CH2:2][C:1]#[C:3][C:9]1[C:14]2[CH:15]=[CH:16][O:17][C:13]=2[C:12]([NH2:18])=[CH:11][CH:10]=1. (2) Given the reactants I[C:2]1[CH:7]=[CH:6][C:5]([O:8][CH3:9])=[C:4]([O:10][CH:11]([CH3:13])[CH3:12])[C:3]=1[S:14][CH2:15][C:16]1[CH:21]=[CH:20][CH:19]=[CH:18][CH:17]=1.[CH:22]#[C:23][CH3:24], predict the reaction product. The product is: [CH:11]([O:10][C:4]1[C:3]([S:14][CH2:15][C:16]2[CH:21]=[CH:20][CH:19]=[CH:18][CH:17]=2)=[C:2]([C:22]#[C:23][CH3:24])[CH:7]=[CH:6][C:5]=1[O:8][CH3:9])([CH3:13])[CH3:12]. (3) Given the reactants [NH2:1][C:2]1[C:10]([CH3:11])=[CH:9][CH:8]=[CH:7][C:3]=1[C:4]([OH:6])=[O:5].[I:12]Cl, predict the reaction product. The product is: [NH2:1][C:2]1[C:10]([CH3:11])=[CH:9][C:8]([I:12])=[CH:7][C:3]=1[C:4]([OH:6])=[O:5].